Dataset: Forward reaction prediction with 1.9M reactions from USPTO patents (1976-2016). Task: Predict the product of the given reaction. (1) The product is: [F:27][C:24]1[CH:25]=[CH:26][C:21]([N:4]2[C:5]3=[C:6]4[C:11](=[C:12]([C:15]5[CH:16]=[N:17][CH:18]=[CH:19][CH:20]=5)[CH:13]=[C:14]3[C:2]([NH:1][CH2:34][C:33]3[CH:36]=[CH:37][C:30]([S:29][CH3:28])=[CH:31][CH:32]=3)=[N:3]2)[CH:10]=[N:9][CH:8]=[CH:7]4)=[CH:22][CH:23]=1. Given the reactants [NH2:1][C:2]1[C:14]2[C:5](=[C:6]3[C:11](=[C:12]([C:15]4[CH:16]=[N:17][CH:18]=[CH:19][CH:20]=4)[CH:13]=2)[CH:10]=[N:9][CH:8]=[CH:7]3)[N:4]([C:21]2[CH:26]=[CH:25][C:24]([F:27])=[CH:23][CH:22]=2)[N:3]=1.[CH3:28][S:29][C:30]1[CH:37]=[CH:36][C:33]([CH:34]=O)=[CH:32][CH:31]=1.C(O[BH-](OC(=O)C)OC(=O)C)(=O)C.[Na+], predict the reaction product. (2) Given the reactants I([O-])(=O)(=O)=O.C([N+](CCCC)(CCCC)CCCC)CCC.[CH:23]1[CH2:27][CH:26]=[CH:25][CH:24]=1.[C:28]([NH:36][OH:37])(=[O:35])[C:29]1[CH:34]=[CH:33][CH:32]=[CH:31][CH:30]=1.C(OCC)(=O)C, predict the reaction product. The product is: [CH:24]12[CH2:23][CH:27]([CH:26]=[CH:25]1)[N:36]([C:28]([C:29]1[CH:34]=[CH:33][CH:32]=[CH:31][CH:30]=1)=[O:35])[O:37]2. (3) Given the reactants [C:1]1([NH:7][C:8]([N:10]2[C@H:19]3[C:14]([C:15]4[CH:25]=[CH:24][CH:23]=[C:22]5[C:16]=4[C:17](=[CH:20][NH:21]5)[CH2:18]3)=[CH:13][C@@H:12]([C:26]([OH:28])=O)[CH2:11]2)=[O:9])[CH:6]=[CH:5][CH:4]=[CH:3][CH:2]=1.[CH2:29]1[CH2:33][N:32]([P+](ON2N=NC3C=CC=CC2=3)([N:32]2[CH2:33][CH2:29][CH2:30][CH2:31]2)[N:32]2[CH2:33][CH2:29][CH2:30][CH2:31]2)[CH2:31][CH2:30]1.F[P-](F)(F)(F)(F)F.N1CCCC1.CCN(C(C)C)C(C)C, predict the reaction product. The product is: [C:1]1([NH:7][C:8]([N:10]2[C@H:19]3[C:14]([C:15]4[CH:25]=[CH:24][CH:23]=[C:22]5[C:16]=4[C:17](=[CH:20][NH:21]5)[CH2:18]3)=[CH:13][C@@H:12]([C:26]([N:32]3[CH2:33][CH2:29][CH2:30][CH2:31]3)=[O:28])[CH2:11]2)=[O:9])[CH:6]=[CH:5][CH:4]=[CH:3][CH:2]=1. (4) Given the reactants [CH2:1]([Li])CCC.[O:6]1[CH2:11][CH2:10][CH2:9][O:8][CH:7]1[C:12]1[CH:17]=[CH:16][C:15]([C:18]2[S:19][C:20]3[CH:26]=[C:25]([C:27]([C:29]4[CH:34]=[CH:33][CH:32]=[CH:31][N:30]=4)=O)[CH:24]=[CH:23][C:21]=3[N:22]=2)=[C:14]([F:35])[CH:13]=1, predict the reaction product. The product is: [O:8]1[CH2:9][CH2:10][CH2:11][O:6][CH:7]1[C:12]1[CH:17]=[CH:16][C:15]([C:18]2[S:19][C:20]3[CH:26]=[C:25]([C:27]([C:29]4[CH:34]=[CH:33][CH:32]=[CH:31][N:30]=4)=[CH2:1])[CH:24]=[CH:23][C:21]=3[N:22]=2)=[C:14]([F:35])[CH:13]=1. (5) Given the reactants [F:1][C:2]1[CH:3]=[C:4]([NH:8][C:9]([C:11]2[NH:12][C:13]3[C:18]([CH:19]=2)=[CH:17][C:16]([CH:20]2[CH2:24][CH2:23][NH:22][CH2:21]2)=[CH:15][CH:14]=3)=[O:10])[CH:5]=[N:6][CH:7]=1.[C:25](=[O:28])([O-])[O-:26].[K+].[K+].Br[CH:32]([CH3:34])[CH3:33], predict the reaction product. The product is: [F:1][C:2]1[CH:3]=[C:4]([NH:8][C:9]([C:11]2[NH:12][C:13]3[C:18]([CH:19]=2)=[CH:17][C:16]([CH:20]2[CH2:24][CH2:23][N:22]([C:25]([O:26][CH:32]([CH3:34])[CH3:33])=[O:28])[CH2:21]2)=[CH:15][CH:14]=3)=[O:10])[CH:5]=[N:6][CH:7]=1. (6) Given the reactants [Br:1][C:2]1[CH:3]=[C:4]([C:8]([F:11])=[CH:9][N:10]=1)[C:5]([OH:7])=[O:6].S(Cl)(Cl)=O.[CH2:16](O)[CH3:17], predict the reaction product. The product is: [Br:1][C:2]1[CH:3]=[C:4]([C:8]([F:11])=[CH:9][N:10]=1)[C:5]([O:7][CH2:16][CH3:17])=[O:6].